This data is from NCI-60 drug combinations with 297,098 pairs across 59 cell lines. The task is: Regression. Given two drug SMILES strings and cell line genomic features, predict the synergy score measuring deviation from expected non-interaction effect. (1) Drug 1: C1=CC(=CC=C1CCCC(=O)O)N(CCCl)CCCl. Drug 2: CC1=C2C(C(=O)C3(C(CC4C(C3C(C(C2(C)C)(CC1OC(=O)C(C(C5=CC=CC=C5)NC(=O)OC(C)(C)C)O)O)OC(=O)C6=CC=CC=C6)(CO4)OC(=O)C)O)C)O. Cell line: SK-MEL-28. Synergy scores: CSS=18.5, Synergy_ZIP=-10.5, Synergy_Bliss=-7.03, Synergy_Loewe=-6.72, Synergy_HSA=-4.97. (2) Drug 1: CNC(=O)C1=CC=CC=C1SC2=CC3=C(C=C2)C(=NN3)C=CC4=CC=CC=N4. Drug 2: CC1=C(C=C(C=C1)NC(=O)C2=CC=C(C=C2)CN3CCN(CC3)C)NC4=NC=CC(=N4)C5=CN=CC=C5. Cell line: UACC-257. Synergy scores: CSS=2.50, Synergy_ZIP=0.266, Synergy_Bliss=0.0511, Synergy_Loewe=-1.35, Synergy_HSA=-1.26. (3) Drug 1: CS(=O)(=O)C1=CC(=C(C=C1)C(=O)NC2=CC(=C(C=C2)Cl)C3=CC=CC=N3)Cl. Drug 2: C1=CC(=CC=C1CCC2=CNC3=C2C(=O)NC(=N3)N)C(=O)NC(CCC(=O)O)C(=O)O. Cell line: SF-268. Synergy scores: CSS=24.4, Synergy_ZIP=-0.737, Synergy_Bliss=5.66, Synergy_Loewe=-22.8, Synergy_HSA=3.44. (4) Drug 1: C1=CN(C(=O)N=C1N)C2C(C(C(O2)CO)O)O.Cl. Drug 2: CS(=O)(=O)OCCCCOS(=O)(=O)C. Cell line: IGROV1. Synergy scores: CSS=4.46, Synergy_ZIP=-2.16, Synergy_Bliss=-1.89, Synergy_Loewe=-5.49, Synergy_HSA=-3.09. (5) Drug 1: CN1C2=C(C=C(C=C2)N(CCCl)CCCl)N=C1CCCC(=O)O.Cl. Drug 2: C1C(C(OC1N2C=NC(=NC2=O)N)CO)O. Cell line: OVCAR-8. Synergy scores: CSS=13.4, Synergy_ZIP=-1.67, Synergy_Bliss=-0.827, Synergy_Loewe=-10.7, Synergy_HSA=-1.09.